Task: Predict which catalyst facilitates the given reaction.. Dataset: Catalyst prediction with 721,799 reactions and 888 catalyst types from USPTO (1) Reactant: [F:1][C:2]1[CH:7]=[CH:6][CH:5]=[CH:4][C:3]=1[CH:8]1[CH2:13][CH2:12][N:11]([CH2:14][C:15]2[N:19]([CH3:20])[C:18]3[CH:21]=[CH:22][C:23]([C:25](OC)=[O:26])=[CH:24][C:17]=3[N:16]=2)[CH2:10][CH2:9]1.[H-].[H-].[H-].[H-].[Li+].[Al+3]. Product: [F:1][C:2]1[CH:7]=[CH:6][CH:5]=[CH:4][C:3]=1[CH:8]1[CH2:13][CH2:12][N:11]([CH2:14][C:15]2[N:19]([CH3:20])[C:18]3[CH:21]=[CH:22][C:23]([CH2:25][OH:26])=[CH:24][C:17]=3[N:16]=2)[CH2:10][CH2:9]1. The catalyst class is: 1. (2) Reactant: [O:1]1[C:5]2[CH:6]=[CH:7][CH:8]=[CH:9][C:4]=2[C:3]([C:10]2[N:11]=[C:12]3[CH:17]=[CH:16][C:15](Br)=[CH:14][N:13]3[CH:19]=2)=[CH:2]1.[OH:20][CH2:21][C:22]1[CH:23]=[C:24](B(O)O)[CH:25]=[CH:26][CH:27]=1.C(#N)C.C(=O)([O-])[O-].[Na+].[Na+]. Product: [O:1]1[C:5]2[CH:6]=[CH:7][CH:8]=[CH:9][C:4]=2[C:3]([C:10]2[N:11]=[C:12]3[CH:17]=[CH:16][C:15]([C:26]4[CH:27]=[C:22]([CH2:21][OH:20])[CH:23]=[CH:24][CH:25]=4)=[CH:14][N:13]3[CH:19]=2)=[CH:2]1. The catalyst class is: 206. (3) Reactant: [OH:1][C:2]1[C:9]([CH3:10])=[C:8]([O:11][CH3:12])[CH:7]=[CH:6][C:3]=1[CH:4]=O.[F:13][C:14]([F:23])([F:22])/[CH:15]=[CH:16]/[C:17]([O:19][CH2:20][CH3:21])=[O:18].C([O-])([O-])=O.[K+].[K+]. Product: [CH3:12][O:11][C:8]1[C:9]([CH3:10])=[C:2]2[C:3]([CH:4]=[C:16]([C:17]([O:19][CH2:20][CH3:21])=[O:18])[CH:15]([C:14]([F:13])([F:23])[F:22])[O:1]2)=[CH:6][CH:7]=1. The catalyst class is: 121. (4) Reactant: [NH2:1][CH2:2][CH2:3][CH:4]([O:8][CH2:9][CH3:10])[O:5][CH2:6][CH3:7].C1C2C(COC([N:28]=[C:29]=[S:30])=O)C3C(=CC=CC=3)C=2C=CC=1.N1CCCCC1. Product: [CH2:6]([O:5][CH:4]([O:8][CH2:9][CH3:10])[CH2:3][CH2:2][NH:1][C:29]([NH2:28])=[S:30])[CH3:7]. The catalyst class is: 22. (5) Product: [Br:1][C:2]1[CH:10]=[C:9]2[C:5]([C:6]([CH2:11][N:12]([CH3:20])[C:13](=[O:19])[O:14][C:15]([CH3:16])([CH3:17])[CH3:18])=[CH:7][N:8]2[S:32]([C:28]2[CH:29]=[CH:30][CH:31]=[C:26]([O:25][CH:24]([F:23])[F:36])[CH:27]=2)(=[O:34])=[O:33])=[CH:4][CH:3]=1. The catalyst class is: 9. Reactant: [Br:1][C:2]1[CH:10]=[C:9]2[C:5]([C:6]([CH2:11][N:12]([CH3:20])[C:13](=[O:19])[O:14][C:15]([CH3:18])([CH3:17])[CH3:16])=[CH:7][NH:8]2)=[CH:4][CH:3]=1.[H-].[Na+].[F:23][CH:24]([F:36])[O:25][C:26]1[CH:27]=[C:28]([S:32](Cl)(=[O:34])=[O:33])[CH:29]=[CH:30][CH:31]=1.[Cl-].[NH4+]. (6) Reactant: [CH3:1][O:2][C:3](=[O:16])[CH2:4][C:5]1[CH:10]=[CH:9][C:8]([O:11][CH3:12])=[CH:7][C:6]=1[N+:13]([O-])=O.[C:17](OC(=O)C)(=[O:19])[CH3:18]. Product: [CH3:1][O:2][C:3](=[O:16])[CH2:4][C:5]1[CH:10]=[CH:9][C:8]([O:11][CH3:12])=[CH:7][C:6]=1[NH:13][C:17](=[O:19])[CH3:18]. The catalyst class is: 183.